Dataset: Forward reaction prediction with 1.9M reactions from USPTO patents (1976-2016). Task: Predict the product of the given reaction. Given the reactants Cl[C:2]1[CH:3]=[C:4]([N:16]2[CH2:21][CH2:20][O:19][CH2:18][CH2:17]2)[C:5]2[N:6]([CH:8]=[C:9]([C:11]([O:13][CH2:14][CH3:15])=[O:12])[N:10]=2)[N:7]=1.CO.C([O-])=O.[NH4+], predict the reaction product. The product is: [O:19]1[CH2:18][CH2:17][N:16]([C:4]2[C:5]3[N:6]([CH:8]=[C:9]([C:11]([O:13][CH2:14][CH3:15])=[O:12])[N:10]=3)[N:7]=[CH:2][CH:3]=2)[CH2:21][CH2:20]1.